From a dataset of Full USPTO retrosynthesis dataset with 1.9M reactions from patents (1976-2016). Predict the reactants needed to synthesize the given product. (1) Given the product [C:1]([OH:11])(=[O:10])[C:2]1[C:3](=[CH:4][CH:5]=[CH:6][CH:7]=1)[OH:8], predict the reactants needed to synthesize it. The reactants are: [C:1]([OH:11])(=[O:10])[C:2]1[C:3]([O:8]C)=[CH:4][CH:5]=[CH:6][CH:7]=1. (2) Given the product [F:8][C:6]1[N:7]=[C:2](/[CH:33]=[CH:32]/[C:30]2[N:31]=[C:24]3[CH:23]([C:18]4[CH:19]=[CH:20][CH:21]=[CH:22][C:17]=4[C:16]([F:34])([F:15])[F:35])[CH2:28][CH2:27][CH2:26][N:25]3[N:29]=2)[CH:3]=[CH:4][C:5]=1[N:9]1[CH:13]=[C:12]([CH3:14])[N:11]=[CH:10]1, predict the reactants needed to synthesize it. The reactants are: Br[C:2]1[N:7]=[C:6]([F:8])[C:5]([N:9]2[CH:13]=[C:12]([CH3:14])[N:11]=[CH:10]2)=[CH:4][CH:3]=1.[F:15][C:16]([F:35])([F:34])[C:17]1[CH:22]=[CH:21][CH:20]=[CH:19][C:18]=1[CH:23]1[CH2:28][CH2:27][CH2:26][N:25]2[N:29]=[C:30]([CH:32]=[CH2:33])[N:31]=[C:24]12.C1(C)C=CC=CC=1P(C1C=CC=CC=1C)C1C=CC=CC=1C.C(N(CC)CC)C. (3) Given the product [CH3:35][N:36]1[CH2:41][CH2:40][CH:39]([NH:42][C:29](=[O:30])[CH:28]([N:26]2[CH:27]=[C:23]([C:21]3[CH:20]=[N:19][N:18]4[C:14]([C:10]5[CH:11]=[CH:12][CH:13]=[C:8]([NH:7][C:5]([NH:4][CH2:3][C:2]([F:33])([F:34])[F:1])=[O:6])[CH:9]=5)=[CH:15][N:16]=[C:17]4[CH:22]=3)[CH:24]=[N:25]2)[CH3:32])[CH2:38][CH2:37]1, predict the reactants needed to synthesize it. The reactants are: [F:1][C:2]([F:34])([F:33])[CH2:3][NH:4][C:5]([NH:7][C:8]1[CH:9]=[C:10]([C:14]2[N:18]3[N:19]=[CH:20][C:21]([C:23]4[CH:24]=[N:25][N:26]([CH:28]([CH3:32])[C:29](O)=[O:30])[CH:27]=4)=[CH:22][C:17]3=[N:16][CH:15]=2)[CH:11]=[CH:12][CH:13]=1)=[O:6].[CH3:35][N:36]1[CH2:41][CH2:40][CH:39]([NH2:42])[CH2:38][CH2:37]1.C1C=NC=C(C2NC(C(F)(F)F)=CN=2)C=1. (4) Given the product [C:1]([O:5][C:6](=[O:7])[NH:8][CH2:9][CH2:10][CH2:11][CH2:12][CH2:13][CH2:14][CH2:15][CH2:16][CH2:17][CH2:18][CH2:19][OH:20])([CH3:4])([CH3:2])[CH3:3], predict the reactants needed to synthesize it. The reactants are: [C:1]([O:5][C:6]([NH:8][CH2:9][CH2:10][CH2:11][CH2:12][CH2:13][CH2:14][CH2:15][CH2:16][CH2:17][CH2:18][C:19](O)=[O:20])=[O:7])([CH3:4])([CH3:3])[CH3:2]. (5) Given the product [Cl-:27].[F:25][C:22]1[CH:21]=[CH:20][C:19]([NH:18][CH:11]([C:12]2[CH:13]=[CH:14][CH:15]=[CH:16][CH:17]=2)[C:10](=[O:26])[O:9][C@@H:3]2[CH2:4][CH:7]3[CH2:8][CH2:19][N+:18]2([CH2:28][C:29](=[O:30])[C:31]2[S:32][CH:33]=[CH:34][CH:35]=2)[CH2:11][CH2:10]3)=[CH:24][CH:23]=1, predict the reactants needed to synthesize it. The reactants are: N12[CH2:8][CH2:7][CH:4](CC1)[C@@H:3]([O:9][C:10](=[O:26])[C@H:11]([NH:18][C:19]1[CH:24]=[CH:23][C:22]([F:25])=[CH:21][CH:20]=1)[C:12]1[CH:17]=[CH:16][CH:15]=[CH:14][CH:13]=1)C2.[Cl:27][CH2:28][C:29]([C:31]1[S:32][CH:33]=[CH:34][CH:35]=1)=[O:30].